From a dataset of Reaction yield outcomes from USPTO patents with 853,638 reactions. Predict the reaction yield, written as a fraction of the theoretical maximum amount of product (1.0 means a 100% yield; for example, 0.34 means a 34% yield). (1) The reactants are Cl.[CH2:2]([N:11]1[CH:15]=[C:14](/[CH:16]=[CH:17]/[C:18]([NH:20][C:21]2[CH:26]=[CH:25][C:24]([F:27])=[CH:23][C:22]=2[NH:28]C(=O)OC(C)(C)C)=[O:19])[CH:13]=[N:12]1)[CH:3]=[CH:4][C:5]1[CH:10]=[CH:9][CH:8]=[CH:7][CH:6]=1. The catalyst is O1CCOCC1. The product is [NH2:28][C:22]1[CH:23]=[C:24]([F:27])[CH:25]=[CH:26][C:21]=1[NH:20][C:18](=[O:19])/[CH:17]=[CH:16]/[C:14]1[CH:13]=[N:12][N:11]([CH2:2][CH:3]=[CH:4][C:5]2[CH:6]=[CH:7][CH:8]=[CH:9][CH:10]=2)[CH:15]=1. The yield is 0.920. (2) The reactants are [Cl:1][C:2]1[N:7]=[C:6]([C:8]([O:10][CH3:11])=[O:9])[CH:5]=[CH:4][C:3]=1[OH:12].[H-].[Na+].FC(F)(F)S(O[CH2:21][CH2:22][O:23][C:24]([F:27])([F:26])[F:25])(=O)=O.O. The catalyst is CN(C=O)C. The product is [Cl:1][C:2]1[N:7]=[C:6]([C:8]([O:10][CH3:11])=[O:9])[CH:5]=[CH:4][C:3]=1[O:12][CH2:21][CH2:22][O:23][C:24]([F:27])([F:26])[F:25]. The yield is 0.740. (3) The catalyst is O1CCCC1. The reactants are [NH2:1][C:2]1[CH:3]=[C:4]([CH:21]=[CH:22][C:23]=1[Br:24])[O:5][C:6]1[CH:7]=[CH:8][C:9]2[N:10]([CH:12]=[C:13]([NH:15][C:16]([CH:18]3[CH2:20][CH2:19]3)=[O:17])[N:14]=2)[N:11]=1.[F:25][C:26]([F:37])([F:36])[C:27]1[CH:28]=[C:29]([CH:33]=[CH:34][CH:35]=1)[C:30](Cl)=[O:31].C(N(CC)CC)C. The product is [Br:24][C:23]1[CH:22]=[CH:21][C:4]([O:5][C:6]2[CH:7]=[CH:8][C:9]3[N:10]([CH:12]=[C:13]([NH:15][C:16]([CH:18]4[CH2:20][CH2:19]4)=[O:17])[N:14]=3)[N:11]=2)=[CH:3][C:2]=1[NH:1][C:30](=[O:31])[C:29]1[CH:33]=[CH:34][CH:35]=[C:27]([C:26]([F:25])([F:36])[F:37])[CH:28]=1. The yield is 0.240. (4) The reactants are [CH2:1]([C@H:8]([C:37](N1[C@H]2CC3C(C)(C)C2(CC3)CS1(=O)=O)=[O:38])/[CH:9]=[CH:10]/[C@@H:11]([C:21](N1[C@H]2CC3C(C)(C)C2(CC3)CS1(=O)=O)=[O:22])[CH2:12][CH2:13][C:14]([O:16][C:17]([CH3:20])([CH3:19])[CH3:18])=[O:15])[C:2]1[CH:7]=[CH:6][CH:5]=[CH:4][CH:3]=1.C1C[O:56]CC1.OO.[OH2:60]. No catalyst specified. The product is [CH2:1]([C@@H:8](/[CH:9]=[CH:10]/[C@H:11]([CH2:12][CH2:13][C:14]([O:16][C:17]([CH3:18])([CH3:19])[CH3:20])=[O:15])[C:21]([OH:22])=[O:56])[C:37]([OH:38])=[O:60])[C:2]1[CH:3]=[CH:4][CH:5]=[CH:6][CH:7]=1. The yield is 0.630.